The task is: Predict the product of the given reaction.. This data is from Forward reaction prediction with 1.9M reactions from USPTO patents (1976-2016). Given the reactants [CH:1]1[C:2]([C:10]#[N:11])=[CH:3][N:4]2[C:9]=1[CH:8]=[CH:7][CH:6]=[CH:5]2.F[B-](F)(F)F.C1(P(C2CCCC2)C2CCCC2)CCCC1.C([O-])([O-])=O.[Cs+].[Cs+].Cl[C:40]1[S:41][CH:42]=[CH:43][CH:44]=1, predict the reaction product. The product is: [S:41]1[CH:42]=[CH:43][CH:44]=[C:40]1[C:3]1[N:4]2[C:9]([CH:8]=[CH:7][CH:6]=[CH:5]2)=[CH:1][C:2]=1[C:10]#[N:11].